From a dataset of Forward reaction prediction with 1.9M reactions from USPTO patents (1976-2016). Predict the product of the given reaction. (1) Given the reactants Br[C:2]1[CH:3]=[C:4]([C:8]2[N:9]=[C:10]([CH:20]([CH3:22])[CH3:21])[NH:11][C:12]=2[C:13]2[CH:18]=[CH:17][CH:16]=[C:15]([CH3:19])[N:14]=2)[CH:5]=[CH:6][CH:7]=1.[S:23]1[CH:27]=[CH:26][CH:25]=[C:24]1B(O)O, predict the reaction product. The product is: [CH:20]([C:10]1[NH:11][C:12]([C:13]2[CH:18]=[CH:17][CH:16]=[C:15]([CH3:19])[N:14]=2)=[C:8]([C:4]2[CH:5]=[CH:6][CH:7]=[C:2]([C:24]3[S:23][CH:27]=[CH:26][CH:25]=3)[CH:3]=2)[N:9]=1)([CH3:22])[CH3:21]. (2) Given the reactants [F-].[CH2:15]([N+]([CH2:15][CH2:16][CH2:17][CH3:18])([CH2:15][CH2:16][CH2:17][CH3:18])[CH2:15][CH2:16][CH2:17][CH3:18])[CH2:16][CH2:17][CH3:18].[F:19][C:20]1[CH:25]=[CH:24][C:23]([C@:26]2([O:44][C@H:43]([CH2:45][O:46]C(=O)C)[C@@H:38]([O:39]C(=O)C)[C@H:33]([O:34]C(=O)C)[C@H:28]2[O:29]C(=O)C)[OH:27])=[CH:22][C:21]=1[CH:50](C#C[Si](C(C)C)(C(C)C)C(C)C)[C:51]1[CH:56]=CC=[CH:53][CH:52]=1.[OH-].[K+].Cl, predict the reaction product. The product is: [F:19][C:20]1[CH:25]=[CH:24][C:23]([C@:26]2([O:44][C@H:43]([CH2:45][OH:46])[C@@H:38]([OH:39])[C@H:33]([OH:34])[C@H:28]2[OH:29])[OH:27])=[CH:22][C:21]=1[CH2:50][C:51]1[CH:56]=[CH:15][C:16]([C:17]#[CH:18])=[CH:53][CH:52]=1. (3) Given the reactants Cl[C:2]1[CH:7]=[C:6]([C:8]2[C:12]3[C:13]([O:17][CH:18]4[CH2:23][CH2:22][O:21][CH2:20][CH2:19]4)=[N:14][CH:15]=[CH:16][C:11]=3[N:10](C(C3C=CC=CC=3)(C3C=CC=CC=3)C3C=CC=CC=3)[N:9]=2)[CH:5]=[CH:4][N:3]=1.Cl.[NH2:44][CH:45]1[CH2:48][O:47][CH2:46]1, predict the reaction product. The product is: [O:47]1[CH2:48][CH:45]([NH:44][C:2]2[CH:7]=[C:6]([C:8]3[C:12]4[C:13]([O:17][CH:18]5[CH2:19][CH2:20][O:21][CH2:22][CH2:23]5)=[N:14][CH:15]=[CH:16][C:11]=4[NH:10][N:9]=3)[CH:5]=[CH:4][N:3]=2)[CH2:46]1. (4) Given the reactants [CH2:1]([N:8]1[CH2:13][CH2:12][O:11][CH:10]([C:14]([C:25]2[CH:30]=[CH:29][CH:28]=[CH:27][CH:26]=2)([OH:24])[CH2:15][C:16]2[C:21]([F:22])=[CH:20][CH:19]=[CH:18][C:17]=2Cl)[CH2:9]1)[C:2]1[CH:7]=[CH:6][CH:5]=[CH:4][CH:3]=1.[F:31]C1C=CC(F)=CC=1C[Mg]Br, predict the reaction product. The product is: [CH2:1]([N:8]1[CH2:13][CH2:12][O:11][CH:10]([C:14]([C:25]2[CH:30]=[CH:29][CH:28]=[CH:27][CH:26]=2)([OH:24])[CH2:15][C:16]2[CH:17]=[C:18]([F:31])[CH:19]=[CH:20][C:21]=2[F:22])[CH2:9]1)[C:2]1[CH:7]=[CH:6][CH:5]=[CH:4][CH:3]=1. (5) The product is: [CH3:26][C:27]1[N:28]=[C:29]([C:33]2[CH:38]=[CH:37][C:36]([C:17]3[S:16][C:15]([CH2:14][O:13][C:10]4[CH:9]=[CH:8][C:7]([CH2:6][C@H:5]([O:22][CH2:23][CH3:24])[C:4]([OH:3])=[O:25])=[CH:12][CH:11]=4)=[C:19]([CH3:20])[CH:18]=3)=[CH:35][CH:34]=2)[O:30][C:31]=1[CH3:32]. Given the reactants C([O:3][C:4](=[O:25])[C@@H:5]([O:22][CH2:23][CH3:24])[CH2:6][C:7]1[CH:12]=[CH:11][C:10]([O:13][CH2:14][C:15]2[S:16][C:17](Br)=[CH:18][C:19]=2[CH3:20])=[CH:9][CH:8]=1)C.[CH3:26][C:27]1[N:28]=[C:29]([C:33]2[CH:38]=[CH:37][C:36](B3OC(C)(C)C(C)(C)O3)=[CH:35][CH:34]=2)[O:30][C:31]=1[CH3:32], predict the reaction product. (6) Given the reactants Cl[C:2]1[N:10]2[C:6](=[N:7][C:8]3[CH:14]=[CH:13][CH:12]=[CH:11][C:9]=32)[C:5]([C:15]#[N:16])=[C:4]([CH3:17])[C:3]=1[CH2:18][CH3:19].C1CCN2C(=NCCC2)CC1.Cl.[CH2:32]([N:34]([CH2:38][CH3:39])[CH2:35][CH2:36][SH:37])[CH3:33], predict the reaction product. The product is: [CH2:32]([N:34]([CH2:38][CH3:39])[CH2:35][CH2:36][S:37][C:2]1[N:10]2[C:6](=[N:7][C:8]3[CH:14]=[CH:13][CH:12]=[CH:11][C:9]=32)[C:5]([C:15]#[N:16])=[C:4]([CH3:17])[C:3]=1[CH2:18][CH3:19])[CH3:33]. (7) Given the reactants [O:1]1[CH2:5][CH2:4]/[C:3](=[CH:6]/[C:7]([O:9][CH2:10][CH3:11])=[O:8])/[CH2:2]1.[NH3:12], predict the reaction product. The product is: [NH2:12][C:3]1([CH2:6][C:7]([O:9][CH2:10][CH3:11])=[O:8])[CH2:4][CH2:5][O:1][CH2:2]1.